From a dataset of Forward reaction prediction with 1.9M reactions from USPTO patents (1976-2016). Predict the product of the given reaction. (1) Given the reactants C(S1C=C(C)NC1(C1N(C2C=NC=CC=2)C=NC=1)C1C=CC=CC=1)C1C=CC=CC=1.C([N:38]1[C:42]([C:43]2[S:47][C:46]([C:48]3[CH:53]=[CH:52][CH:51]=[CH:50][CH:49]=3)=[N:45][C:44]=2[CH3:54])=[CH:41][N:40]=[C:39]1[C:55]1[CH:56]=[N:57][CH:58]=[CH:59][CH:60]=1)C1C=CC=CC=1.[H][H], predict the reaction product. The product is: [CH3:54][C:44]1[N:45]=[C:46]([C:48]2[CH:53]=[CH:52][CH:51]=[CH:50][CH:49]=2)[S:47][C:43]=1[C:42]1[NH:38][C:39]([C:55]2[CH:56]=[N:57][CH:58]=[CH:59][CH:60]=2)=[N:40][CH:41]=1. (2) Given the reactants [F:1][C:2]([CH3:20])([CH3:19])[CH2:3][N:4]1[C:16]2[C:15]3[N:14]=[CH:13][CH:12]=[CH:11][C:10]=3[N:9]=[CH:8][C:7]=2[N:6]=[C:5]1[CH2:17][OH:18].C(N(CC)CC)C.[C:28](OC(=O)C)(=[O:30])[CH3:29].C([O-])(O)=O.[Na+], predict the reaction product. The product is: [C:28]([O:18][CH2:17][C:5]1[N:4]([CH2:3][C:2]([F:1])([CH3:20])[CH3:19])[C:16]2[C:15]3[N:14]=[CH:13][CH:12]=[CH:11][C:10]=3[N:9]=[CH:8][C:7]=2[N:6]=1)(=[O:30])[CH3:29]. (3) The product is: [C:34]1([C:41]2[CH:46]=[CH:45][CH:44]=[CH:43][CH:42]=2)[CH:35]=[CH:36][C:37]([O:40][CH:23]([CH3:27])[C:24]([NH:1][C:2]2[CH:14]=[CH:13][CH:12]=[CH:11][C:3]=2[C:4]([OH:6])=[O:5])=[O:25])=[CH:38][CH:39]=1. Given the reactants [NH2:1][C:2]1[CH:14]=[CH:13][CH:12]=[CH:11][C:3]=1[C:4]([O:6]C(C)(C)C)=[O:5].C(N(CC)CC)C.Cl[CH:23]([CH3:27])[C:24](Cl)=[O:25].C(=O)([O-])[O-].[Cs+].[Cs+].[C:34]1([C:41]2[CH:46]=[CH:45][CH:44]=[CH:43][CH:42]=2)[CH:39]=[CH:38][C:37]([OH:40])=[CH:36][CH:35]=1, predict the reaction product. (4) Given the reactants [Cl:1][C:2]1[CH:3]=[C:4]([C:8]2[C:13]3[N:14]=[C:15]([NH2:17])[S:16][C:12]=3[CH:11]=[C:10]([CH2:18][C:19]3[CH:24]=[CH:23][C:22]([N+:25]([O-:27])=[O:26])=[CH:21][CH:20]=3)[CH:9]=2)[CH:5]=[CH:6][CH:7]=1.[CH3:28][C:29]([O:32][C:33](O[C:33]([O:32][C:29]([CH3:31])([CH3:30])[CH3:28])=[O:34])=[O:34])([CH3:31])[CH3:30], predict the reaction product. The product is: [C:29]([O:32][C:33](=[O:34])[NH:17][C:15]1[S:16][C:12]2[CH:11]=[C:10]([CH2:18][C:19]3[CH:24]=[CH:23][C:22]([N+:25]([O-:27])=[O:26])=[CH:21][CH:20]=3)[CH:9]=[C:8]([C:4]3[CH:5]=[CH:6][CH:7]=[C:2]([Cl:1])[CH:3]=3)[C:13]=2[N:14]=1)([CH3:31])([CH3:30])[CH3:28]. (5) Given the reactants Br[C:2]1[CH:3]=[C:4]2[C:8](=[CH:9][CH:10]=1)[N:7]([C:11]1[CH:16]=[CH:15][C:14]([F:17])=[CH:13][CH:12]=1)[N:6]=[CH:5]2.[CH:18]1([NH:21][C:22]([C:24]2[CH:25]=[C:26]([F:34])[C:27]([CH3:33])=[C:28](B(O)O)[CH:29]=2)=[O:23])[CH2:20][CH2:19]1.C(=O)([O-])O.[Na+], predict the reaction product. The product is: [CH:18]1([NH:21][C:22](=[O:23])[C:24]2[CH:29]=[C:28]([C:2]3[CH:3]=[C:4]4[C:8](=[CH:9][CH:10]=3)[N:7]([C:11]3[CH:16]=[CH:15][C:14]([F:17])=[CH:13][CH:12]=3)[N:6]=[CH:5]4)[C:27]([CH3:33])=[C:26]([F:34])[CH:25]=2)[CH2:19][CH2:20]1. (6) Given the reactants [Cl:1][C:2]1[CH:18]=[CH:17][C:5]2[CH2:6][CH2:7][N:8]([C:11](=[O:16])C(F)(F)F)[CH2:9][CH2:10][C:4]=2[C:3]=1OS(C(F)(F)F)(=O)=O.C([O-])([O-])=O.[Cs+].[Cs+].N#N.[F:35][C:36]([F:40])([F:39])[CH2:37][NH2:38], predict the reaction product. The product is: [Cl:1][C:2]1[CH:18]=[CH:17][C:5]2[CH2:6][CH2:7][N:8]([C:11](=[O:16])[C:36]([F:40])([F:39])[F:35])[CH2:9][CH2:10][C:4]=2[C:3]=1[NH:38][CH2:37][C:36]([F:40])([F:39])[F:35]. (7) Given the reactants [F:1][C:2]1([F:16])[CH2:7][CH2:6][CH:5]([CH2:8][CH2:9][C:10](=[O:15])[C:11]([F:14])([F:13])[F:12])[CH2:4][CH2:3]1.C(N(CC)CC)C.Cl[Si](C)(C)C.[Br:29]Br, predict the reaction product. The product is: [Br:29][CH:9]([CH2:8][CH:5]1[CH2:4][CH2:3][C:2]([F:16])([F:1])[CH2:7][CH2:6]1)[C:10](=[O:15])[C:11]([F:13])([F:14])[F:12]. (8) Given the reactants [NH2:1][C:2]1[N:10]=[C:9]([CH2:11][O:12][CH3:13])[CH:8]=[CH:7][C:3]=1[C:4]([OH:6])=O.[CH3:14][O:15][C:16]1[CH:17]=[C:18]([O:22][C:23]2[CH:30]=[CH:29][C:26]([CH2:27][NH2:28])=[CH:25][CH:24]=2)[CH:19]=[CH:20][CH:21]=1.CN([P+](ON1N=NC2C=CC=CC1=2)(N(C)C)N(C)C)C.F[P-](F)(F)(F)(F)F.C(=O)(O)[O-].[Na+], predict the reaction product. The product is: [CH3:14][O:15][C:16]1[CH:17]=[C:18]([O:22][C:23]2[CH:24]=[CH:25][C:26]([CH2:27][NH:28][C:4](=[O:6])[C:3]3[CH:7]=[CH:8][C:9]([CH2:11][O:12][CH3:13])=[N:10][C:2]=3[NH2:1])=[CH:29][CH:30]=2)[CH:19]=[CH:20][CH:21]=1. (9) Given the reactants [F:1][C:2]1[CH:7]=[CH:6][C:5]([C:8]2[CH:16]=[C:15]3[C:11]([CH2:12][C:13](=[O:17])[NH:14]3)=[CH:10][CH:9]=2)=[CH:4][CH:3]=1.[O:18]=[C:19]1[C:24]2=[CH:25][NH:26][C:27]([CH:28]=O)=[C:23]2[CH2:22][CH2:21][O:20]1, predict the reaction product. The product is: [F:1][C:2]1[CH:3]=[CH:4][C:5]([C:8]2[CH:16]=[C:15]3[C:11]([C:12](=[CH:28][C:27]4[NH:26][CH:25]=[C:24]5[C:19](=[O:18])[O:20][CH2:21][CH2:22][C:23]=45)[C:13](=[O:17])[NH:14]3)=[CH:10][CH:9]=2)=[CH:6][CH:7]=1. (10) Given the reactants Cl[C:2]1[NH:3][C:4](=[O:13])[C:5]2[C:10]([CH:11]=1)=[C:9]([CH3:12])[CH:8]=[CH:7][CH:6]=2.[CH3:14][N:15]1[CH2:20][CH2:19][NH:18][CH2:17][CH2:16]1, predict the reaction product. The product is: [CH3:12][C:9]1[CH:8]=[CH:7][CH:6]=[C:5]2[C:10]=1[CH:11]=[C:2]([N:18]1[CH2:19][CH2:20][N:15]([CH3:14])[CH2:16][CH2:17]1)[NH:3][C:4]2=[O:13].